From a dataset of Forward reaction prediction with 1.9M reactions from USPTO patents (1976-2016). Predict the product of the given reaction. (1) The product is: [NH2:10][C:5]1[CH:4]=[C:3]([O:2][CH3:1])[CH:8]=[CH:7][C:6]=1[NH:9][C:19]([C:15]1[C:14]([N+:11]([O-:13])=[O:12])=[CH:18][NH:17][N:16]=1)=[O:20]. Given the reactants [CH3:1][O:2][C:3]1[CH:8]=[CH:7][C:6]([NH2:9])=[C:5]([NH2:10])[CH:4]=1.[N+:11]([C:14]1[C:15]([C:19](Cl)=[O:20])=[N:16][NH:17][CH:18]=1)([O-:13])=[O:12].[N+](C1C(C(O)=O)=NNC=1)([O-])=O.C(Cl)(=O)C(Cl)=O, predict the reaction product. (2) The product is: [C:12]([CH:11]1[O:16][C:6]2[N:7]=[C:2]([Cl:1])[N:3]=[C:4]([N:17]3[CH2:22][CH2:21][O:20][CH2:19][CH2:18]3)[C:5]=2[O:9][CH2:10]1)([CH3:15])([CH3:14])[CH3:13]. Given the reactants [Cl:1][C:2]1[N:7]=[C:6](Cl)[C:5]([O:9][CH2:10][CH:11]([OH:16])[C:12]([CH3:15])([CH3:14])[CH3:13])=[C:4]([N:17]2[CH2:22][CH2:21][O:20][CH2:19][CH2:18]2)[N:3]=1.[H-].[Na+], predict the reaction product. (3) Given the reactants F[C:2]1[CH:3]=[C:4]2[C:9](=[CH:10][C:11]=1[N+:12]([O-:14])=[O:13])[NH:8][C:7](=[O:15])[N:6]([NH:16][S:17]([CH3:20])(=[O:19])=[O:18])[C:5]2=[O:21].[NH:22]1[CH2:25][CH2:24][CH2:23]1, predict the reaction product. The product is: [N:22]1([C:2]2[CH:3]=[C:4]3[C:9](=[CH:10][C:11]=2[N+:12]([O-:14])=[O:13])[NH:8][C:7](=[O:15])[N:6]([NH:16][S:17]([CH3:20])(=[O:19])=[O:18])[C:5]3=[O:21])[CH2:25][CH2:24][CH2:23]1. (4) Given the reactants Cl[C:2]1[N:11]=[C:10]([NH:12][CH:13]([C:22]2[CH:27]=[CH:26][CH:25]=[CH:24][CH:23]=2)[CH2:14][CH2:15][C:16]2[CH:21]=[CH:20][CH:19]=[CH:18][CH:17]=2)[C:9]2[C:4](=[CH:5][CH:6]=[CH:7][CH:8]=2)[N:3]=1.[CH3:28][N:29]([CH3:45])[C:30]1[CH:35]=[CH:34][C:33](B2OC(C)(C)C(C)(C)O2)=[CH:32][CH:31]=1.C1(C(C2C=CC=CN=2)CNC2C3C(=CC=CC=3)N=C(C3C=CC(NS(C)(=O)=O)=CC=3)N=2)C=CC=CC=1, predict the reaction product. The product is: [CH3:28][N:29]([CH3:45])[C:30]1[CH:35]=[CH:34][C:33]([C:2]2[N:11]=[C:10]([NH:12][CH:13]([C:22]3[CH:27]=[CH:26][CH:25]=[CH:24][CH:23]=3)[CH2:14][CH2:15][C:16]3[CH:21]=[CH:20][CH:19]=[CH:18][CH:17]=3)[C:9]3[C:4](=[CH:5][CH:6]=[CH:7][CH:8]=3)[N:3]=2)=[CH:32][CH:31]=1. (5) Given the reactants [C:1]([C:5]1[O:6][C:7]([C:11]([OH:13])=O)=[C:8]([CH3:10])[N:9]=1)([CH3:4])([CH3:3])[CH3:2].[Br:14][C:15]1[CH:16]=[C:17]([C:25]([F:28])([F:27])[F:26])[C:18]([N+:22]([O-:24])=[O:23])=[C:19]([NH2:21])[CH:20]=1.CCN(C(C)C)C(C)C.CN(C(ON1N=NC2C=CC=CC1=2)=[N+](C)C)C.F[P-](F)(F)(F)(F)F, predict the reaction product. The product is: [Br:14][C:15]1[CH:16]=[C:17]([C:25]([F:26])([F:27])[F:28])[C:18]([N+:22]([O-:24])=[O:23])=[C:19]([NH:21][C:11]([C:7]2[O:6][C:5]([C:1]([CH3:2])([CH3:3])[CH3:4])=[N:9][C:8]=2[CH3:10])=[O:13])[CH:20]=1.